This data is from Catalyst prediction with 721,799 reactions and 888 catalyst types from USPTO. The task is: Predict which catalyst facilitates the given reaction. (1) Reactant: Cl.[NH:2]1[CH2:7][CH2:6][CH:5]([N:8]2[N:12]=[C:11]([CH2:13][O:14][C:15]3[CH:16]=[CH:17][C:18]([N:21]4[CH:25]=[N:24][N:23]=[N:22]4)=[N:19][CH:20]=3)[CH:10]=[N:9]2)[CH2:4][CH2:3]1.C(N(CC)CC)C.[B-](F)(F)(F)F.CN(C(ON1N=NC2C1=CC=CC=2)=[N+](C)C)C.[C:55]([O:59][C:60]([N:62]1[CH2:67][CH2:66][CH:65]([CH2:68][C:69](O)=[O:70])[CH2:64][CH2:63]1)=[O:61])([CH3:58])([CH3:57])[CH3:56]. Product: [N:21]1([C:18]2[N:19]=[CH:20][C:15]([O:14][CH2:13][C:11]3[CH:10]=[N:9][N:8]([CH:5]4[CH2:4][CH2:3][N:2]([C:69](=[O:70])[CH2:68][CH:65]5[CH2:66][CH2:67][N:62]([C:60]([O:59][C:55]([CH3:57])([CH3:56])[CH3:58])=[O:61])[CH2:63][CH2:64]5)[CH2:7][CH2:6]4)[N:12]=3)=[CH:16][CH:17]=2)[CH:25]=[N:24][N:23]=[N:22]1. The catalyst class is: 3. (2) Reactant: [CH:1]1([C:7]2[C:8]3[CH:9]=[CH:10][C:11]4[C:12](=[O:33])[NH:13][CH2:14][CH2:15][CH:16]=[CH:17][CH2:18][CH2:19][NH:20][C:21](=[O:32])[CH2:22][N:23]([C:30]=3[CH:31]=4)[C:24]=2[C:25]2[CH:29]=[CH:28][O:27][CH:26]=2)[CH2:6][CH2:5][CH2:4][CH2:3][CH2:2]1. Product: [CH:1]1([C:7]2[C:8]3[CH:9]=[CH:10][C:11]4[C:12](=[O:33])[NH:13][CH2:14][CH2:15][CH2:16][CH2:17][CH2:18][CH2:19][NH:20][C:21](=[O:32])[CH2:22][N:23]([C:30]=3[CH:31]=4)[C:24]=2[C:25]2[CH:29]=[CH:28][O:27][CH:26]=2)[CH2:6][CH2:5][CH2:4][CH2:3][CH2:2]1. The catalyst class is: 403.